Predict the reactants needed to synthesize the given product. From a dataset of Full USPTO retrosynthesis dataset with 1.9M reactions from patents (1976-2016). (1) Given the product [Br:1][C:2]1[C:3]([CH3:10])=[C:4]([CH:5]=[CH:6][CH:7]=1)[CH:8]=[O:9], predict the reactants needed to synthesize it. The reactants are: [Br:1][C:2]1[C:3]([CH3:10])=[C:4]([CH2:8][OH:9])[CH:5]=[CH:6][CH:7]=1.CC(OI1(OC(C)=O)(OC(C)=O)OC(=O)C2C1=CC=CC=2)=O. (2) Given the product [CH3:9][N:10]1[CH2:15][CH2:14][N:13]([C:2]2[CH:7]=[CH:6][N:5]=[C:4]([NH2:8])[CH:3]=2)[CH2:12][CH2:11]1, predict the reactants needed to synthesize it. The reactants are: Cl[C:2]1[CH:7]=[CH:6][N:5]=[C:4]([NH2:8])[CH:3]=1.[CH3:9][N:10]1[CH2:15][CH2:14][NH:13][CH2:12][CH2:11]1. (3) Given the product [CH2:1]([O:3][C:4]([C@@H:6]1[C@@H:10]([CH2:11][CH2:12][C:13]2[CH:18]=[CH:17][CH:16]=[CH:15][CH:14]=2)[CH2:9][N:8]([C:31]([O:32][C:33]([CH3:34])([CH3:35])[CH3:36])=[O:37])[CH2:7]1)=[O:5])[CH3:2], predict the reactants needed to synthesize it. The reactants are: [CH2:1]([O:3][C:4]([C@@H:6]1[C@@H:10]([CH2:11][CH2:12][C:13]2[CH:18]=[CH:17][CH:16]=[CH:15][CH:14]=2)[CH2:9][N:8](CC2C=CC=CC=2)[CH2:7]1)=[O:5])[CH3:2].C(O[C:31](=[O:37])[O:32][C:33]([CH3:36])([CH3:35])[CH3:34])(C)(C)C.